Regression. Given two drug SMILES strings and cell line genomic features, predict the synergy score measuring deviation from expected non-interaction effect. From a dataset of NCI-60 drug combinations with 297,098 pairs across 59 cell lines. Drug 1: CC(C1=C(C=CC(=C1Cl)F)Cl)OC2=C(N=CC(=C2)C3=CN(N=C3)C4CCNCC4)N. Drug 2: CC1CCC2CC(C(=CC=CC=CC(CC(C(=O)C(C(C(=CC(C(=O)CC(OC(=O)C3CCCCN3C(=O)C(=O)C1(O2)O)C(C)CC4CCC(C(C4)OC)OCCO)C)C)O)OC)C)C)C)OC. Cell line: SF-295. Synergy scores: CSS=44.8, Synergy_ZIP=-1.89, Synergy_Bliss=-2.71, Synergy_Loewe=-2.54, Synergy_HSA=1.76.